Predict the reaction yield, written as a fraction of the theoretical maximum amount of product (1.0 means a 100% yield; for example, 0.34 means a 34% yield). From a dataset of Reaction yield outcomes from USPTO patents with 853,638 reactions. (1) The reactants are [Cl:1][C:2]1[CH:7]=[CH:6][CH:5]=[CH:4][C:3]=1[CH:8]([OH:13])[C:9]([NH:11][NH2:12])=O.[CH3:14][CH:15]([CH2:20][CH3:21])[CH2:16][N:17]=[C:18]=[S:19]. No catalyst specified. The product is [Cl:1][C:2]1[CH:7]=[CH:6][CH:5]=[CH:4][C:3]=1[CH:8]([OH:13])[C:9]1[N:17]([CH2:16][CH:15]([CH3:14])[CH2:20][CH3:21])[C:18](=[S:19])[NH:12][N:11]=1. The yield is 0.580. (2) The reactants are CC1C=CC(S(O[CH2:12][C@H:13]2[CH2:18][CH2:17][C@H:16]([N:19]3[C:23]4=C5SC=[CH:28][C:25]5=[N:26][CH:27]=[C:22]4[N:21]=[C:20]3[C@H:31]([OH:33])[CH3:32])[CH2:15][O:14]2)(=O)=O)=CC=1.[C-:34]#[N:35].[Na+].[CH3:37][S:38]([CH3:40])=O. The catalyst is CO. The product is [OH:33][C@@H:31]([C:20]1[N:19]([C@@H:16]2[CH2:15][O:14][C@@H:13]([CH2:12][C:34]#[N:35])[CH2:18][CH2:17]2)[C:23]2=[C:40]3[S:38][CH:37]=[CH:28][C:25]3=[N:26][CH:27]=[C:22]2[N:21]=1)[CH3:32]. The yield is 0.760.